Task: Predict the reactants needed to synthesize the given product.. Dataset: Full USPTO retrosynthesis dataset with 1.9M reactions from patents (1976-2016) (1) The reactants are: [N:1]1[CH:6]=[CH:5][CH:4]=[C:3]([C@H:7]2[CH2:12][CH2:11][CH2:10][C@H:9]([N:13]3C(=O)C4=CC=CC=C4C3=O)[CH2:8]2)[CH:2]=1. Given the product [N:1]1[CH:6]=[CH:5][CH:4]=[C:3]([C@H:7]2[CH2:12][CH2:11][CH2:10][C@H:9]([NH2:13])[CH2:8]2)[CH:2]=1, predict the reactants needed to synthesize it. (2) Given the product [Br:10][C:5]1[C:4]([CH3:9])=[CH:3][C:2]([Br:1])=[CH:7][N:6]=1, predict the reactants needed to synthesize it. The reactants are: [Br:1][C:2]1[CH:3]=[C:4]([CH3:9])[C:5](N)=[N:6][CH:7]=1.[BrH:10].BrBr.N([O-])=O.[Na+].[OH-].[Na+]. (3) Given the product [CH3:1][C:2]1[N:3]([C:37]2[CH:38]=[CH:39][C:34]([O:27][C:28]3[CH:33]=[CH:32][CH:31]=[CH:30][CH:29]=3)=[CH:35][CH:36]=2)[C:4](=[O:26])[C:5]([CH2:11][C:12]2[CH:17]=[CH:16][C:15]([C:18]3[C:19]([C:24]#[N:25])=[CH:20][CH:21]=[CH:22][CH:23]=3)=[CH:14][CH:13]=2)=[C:6]([CH2:8][CH2:9][CH3:10])[N:7]=1, predict the reactants needed to synthesize it. The reactants are: [CH3:1][C:2]1[NH:3][C:4](=[O:26])[C:5]([CH2:11][C:12]2[CH:17]=[CH:16][C:15]([C:18]3[C:19]([C:24]#[N:25])=[CH:20][CH:21]=[CH:22][CH:23]=3)=[CH:14][CH:13]=2)=[C:6]([CH2:8][CH2:9][CH3:10])[N:7]=1.[O:27]([C:34]1[CH:39]=[CH:38][C:37](B(O)O)=[CH:36][CH:35]=1)[C:28]1[CH:33]=[CH:32][CH:31]=[CH:30][CH:29]=1.C(N(CC)CC)C.N1C=CC=CC=1. (4) Given the product [CH3:23][O:22][C:20](=[O:21])[C:19]1[CH:24]=[CH:25][C:16]([O:14][CH2:13][C:3]2[C:4]([C:7]3[CH:12]=[CH:11][CH:10]=[CH:9][CH:8]=3)=[N:5][O:6][C:2]=2[CH3:1])=[N:17][CH:18]=1, predict the reactants needed to synthesize it. The reactants are: [CH3:1][C:2]1[O:6][N:5]=[C:4]([C:7]2[CH:12]=[CH:11][CH:10]=[CH:9][CH:8]=2)[C:3]=1[CH2:13][OH:14].Cl[C:16]1[CH:25]=[CH:24][C:19]([C:20]([O:22][CH3:23])=[O:21])=[CH:18][N:17]=1. (5) Given the product [C:30]([NH:34][C:26]([C:24]1[CH:25]=[C:20]2[CH:19]=[C:18]([CH:7]([C:8]3[CH:13]=[CH:12][C:11]([S:14]([CH3:17])(=[O:15])=[O:16])=[CH:10][CH:9]=3)[CH2:6][CH:1]3[CH2:5][CH2:4][CH2:3][CH2:2]3)[NH:29][C:21]2=[N:22][CH:23]=1)=[O:27])([CH3:33])([CH3:32])[CH3:31], predict the reactants needed to synthesize it. The reactants are: [CH:1]1([CH2:6][CH:7]([C:18]2[NH:29][C:21]3=[N:22][CH:23]=[C:24]([C:26](O)=[O:27])[CH:25]=[C:20]3[CH:19]=2)[C:8]2[CH:13]=[CH:12][C:11]([S:14]([CH3:17])(=[O:16])=[O:15])=[CH:10][CH:9]=2)[CH2:5][CH2:4][CH2:3][CH2:2]1.[C:30]([NH2:34])([CH3:33])([CH3:32])[CH3:31].CN1CCOCC1.O.ON1C2C=CC=CC=2N=N1.Cl.CN(C)CCCN=C=NCC. (6) Given the product [CH3:1][O:2][C:3]1[CH:4]=[CH:5][C:6]([CH2:9][CH:10]([CH3:17])[CH2:11][C:12]([O:14][CH2:15][CH3:16])=[O:13])=[CH:7][CH:8]=1, predict the reactants needed to synthesize it. The reactants are: [CH3:1][O:2][C:3]1[CH:8]=[CH:7][C:6]([CH2:9]/[C:10](/[CH3:17])=[CH:11]/[C:12]([O:14][CH2:15][CH3:16])=[O:13])=[CH:5][CH:4]=1.C(OC1C=CC(C/C(/C2SC=CN=2)=C/C(OCC)=O)=CC=1)C1C=CC=CC=1.